This data is from Reaction yield outcomes from USPTO patents with 853,638 reactions. The task is: Predict the reaction yield, written as a fraction of the theoretical maximum amount of product (1.0 means a 100% yield; for example, 0.34 means a 34% yield). (1) The reactants are [CH3:1][C:2]1[N:7]=[C:6]([S:8][CH3:9])[CH:5]=[C:4]([Sn](CCCC)(CCCC)CCCC)[N:3]=1.[Cl:23][C:24]1[C:33](Cl)=[N:32][C:31]2[C:26](=[CH:27][CH:28]=[CH:29][CH:30]=2)[N:25]=1. The catalyst is C1(C)C=CC=CC=1.C1C=CC([P]([Pd]([P](C2C=CC=CC=2)(C2C=CC=CC=2)C2C=CC=CC=2)([P](C2C=CC=CC=2)(C2C=CC=CC=2)C2C=CC=CC=2)[P](C2C=CC=CC=2)(C2C=CC=CC=2)C2C=CC=CC=2)(C2C=CC=CC=2)C2C=CC=CC=2)=CC=1. The product is [Cl:23][C:24]1[C:33]([C:4]2[CH:5]=[C:6]([S:8][CH3:9])[N:7]=[C:2]([CH3:1])[N:3]=2)=[N:32][C:31]2[C:26](=[CH:27][CH:28]=[CH:29][CH:30]=2)[N:25]=1. The yield is 0.709. (2) The reactants are [Cl:1][C:2]1[CH:3]=[C:4]([CH2:9][CH2:10][CH2:11][NH:12]C(=O)OC(C)(C)C)[CH:5]=[CH:6][C:7]=1[Cl:8].CCOCC. The catalyst is Cl.O1CCOCC1. The product is [ClH:1].[Cl:1][C:2]1[CH:3]=[C:4]([CH2:9][CH2:10][CH2:11][NH2:12])[CH:5]=[CH:6][C:7]=1[Cl:8]. The yield is 0.709.